This data is from Catalyst prediction with 721,799 reactions and 888 catalyst types from USPTO. The task is: Predict which catalyst facilitates the given reaction. (1) Reactant: [Br:1][C:2]1[CH:6]=[N:5][N:4]([CH3:7])[C:3]=1[NH:8][C:9]1[CH:14]=[CH:13][C:12](I)=[CH:11][CH:10]=1.[F:16][C:17]([F:28])([F:27])[C:18]1[CH:23]=[CH:22][CH:21]=[CH:20][C:19]=1B(O)O.C(=O)([O-])[O-].[Cs+].[Cs+].COCCOC. Product: [Br:1][C:2]1[CH:6]=[N:5][N:4]([CH3:7])[C:3]=1[NH:8][C:9]1[CH:14]=[CH:13][C:12]([C:19]2[CH:20]=[CH:21][CH:22]=[CH:23][C:18]=2[C:17]([F:28])([F:27])[F:16])=[CH:11][CH:10]=1. The catalyst class is: 690. (2) Reactant: [CH:1](=O)[C:2]1[CH:7]=[CH:6][CH:5]=[CH:4][CH:3]=1.Cl.[OH:10][NH2:11].CC([O-])=O.[Na+]. Product: [CH:1](=[N:11][OH:10])[C:2]1[CH:7]=[CH:6][CH:5]=[CH:4][CH:3]=1. The catalyst class is: 14.